Task: Predict the product of the given reaction.. Dataset: Forward reaction prediction with 1.9M reactions from USPTO patents (1976-2016) The product is: [CH3:8][O:9][C:10]1[CH:17]=[CH:16][C:13]([CH2:14][NH:7][C:3]2[N:2]=[N:1][CH:6]=[CH:5][CH:4]=2)=[CH:12][CH:11]=1. Given the reactants [N:1]1[CH:6]=[CH:5][CH:4]=[C:3]([NH2:7])[N:2]=1.[CH3:8][O:9][C:10]1[CH:17]=[CH:16][C:13]([CH:14]=O)=[CH:12][CH:11]=1.C(O[BH-](OC(=O)C)OC(=O)C)(=O)C.[Na+], predict the reaction product.